This data is from Full USPTO retrosynthesis dataset with 1.9M reactions from patents (1976-2016). The task is: Predict the reactants needed to synthesize the given product. (1) Given the product [Br:1][C:2]1[CH:3]=[N:4][N:5]([C:9]([C:10]2[CH:15]=[CH:14][CH:13]=[CH:12][CH:11]=2)([C:22]2[CH:23]=[CH:24][CH:25]=[CH:26][CH:27]=2)[C:16]2[CH:17]=[CH:18][CH:19]=[CH:20][CH:21]=2)[CH:6]=1, predict the reactants needed to synthesize it. The reactants are: [Br:1][C:2]1[CH:3]=[N:4][NH:5][CH:6]=1.[H-].[Na+].[C:9](Cl)([C:22]1[CH:27]=[CH:26][CH:25]=[CH:24][CH:23]=1)([C:16]1[CH:21]=[CH:20][CH:19]=[CH:18][CH:17]=1)[C:10]1[CH:15]=[CH:14][CH:13]=[CH:12][CH:11]=1. (2) Given the product [Cl:26][C:22]1[CH:21]=[C:20]2[C:25](=[CH:24][CH:23]=1)[N:17]([C:15]([C:14]1[C:9]([NH:8][CH2:1][C:2]3[CH:3]=[CH:4][CH:5]=[CH:6][N:34]=3)=[N:10][CH:11]=[CH:12][CH:13]=1)=[O:16])[CH2:18][CH2:19]2, predict the reactants needed to synthesize it. The reactants are: [CH2:1]([NH:8][C:9]1[C:14]([C:15]([N:17]2[C:25]3[C:20](=[CH:21][C:22]([Cl:26])=[CH:23][CH:24]=3)[CH2:19][CH2:18]2)=[O:16])=[CH:13][CH:12]=[CH:11][N:10]=1)[C:2]1C=[CH:6][CH:5]=[CH:4][CH:3]=1.C([NH2:34])C1C=CC=CC=1.NCC1C=CC=CN=1.